The task is: Predict the product of the given reaction.. This data is from Forward reaction prediction with 1.9M reactions from USPTO patents (1976-2016). (1) Given the reactants [C:1]1([C:20]2[CH:25]=[CH:24][CH:23]=[CH:22][CH:21]=2)[CH:6]=[CH:5][C:4]([CH2:7][C@H:8]2[N:12]([C:13](=[O:18])[C:14]([CH3:17])([CH3:16])[CH3:15])[C:11](=[O:19])[CH2:10][CH2:9]2)=[CH:3][CH:2]=1.C[Si]([N-][Si](C)(C)C)(C)C.[Na+].[O:36]1CN1, predict the reaction product. The product is: [C:1]1([C:20]2[CH:21]=[CH:22][CH:23]=[CH:24][CH:25]=2)[CH:2]=[CH:3][C:4]([CH2:7][C@H:8]2[N:12]([C:13](=[O:18])[C:14]([CH3:16])([CH3:17])[CH3:15])[C:11](=[O:19])[C@H:10]([OH:36])[CH2:9]2)=[CH:5][CH:6]=1. (2) Given the reactants [H-].[Al+3].[Li+].[H-].[H-].[H-].[CH3:7][N:8]([CH2:10][C:11]([N:13]1[C:21]2[C:16](=[CH:17][C:18]([O:23][CH3:24])=[C:19]([NH2:22])[CH:20]=2)[CH2:15][CH2:14]1)=O)[CH3:9].O1CCCC1, predict the reaction product. The product is: [CH3:7][N:8]([CH3:9])[CH2:10][CH2:11][N:13]1[C:21]2[C:16](=[CH:17][C:18]([O:23][CH3:24])=[C:19]([NH2:22])[CH:20]=2)[CH2:15][CH2:14]1. (3) Given the reactants [Cl:1][C:2]1[N:3]=[CH:4][N:5]([C:7]2[CH:12]=[CH:11][C:10]([NH:13][C:14]3[N:30]=[C:17]4[CH:18]([C:23]5[CH:28]=[CH:27][C:26]([F:29])=[CH:25][CH:24]=5)[CH2:19][CH:20]=[CH:21][CH2:22][N:16]4[N:15]=3)=[CH:9][C:8]=2[O:31][CH3:32])[CH:6]=1.CO, predict the reaction product. The product is: [Cl:1][C:2]1[N:3]=[CH:4][N:5]([C:7]2[CH:12]=[CH:11][C:10]([NH:13][C:14]3[N:30]=[C:17]4[C@@H:18]([C:23]5[CH:28]=[CH:27][C:26]([F:29])=[CH:25][CH:24]=5)[CH2:19][CH:20]=[CH:21][CH2:22][N:16]4[N:15]=3)=[CH:9][C:8]=2[O:31][CH3:32])[CH:6]=1. (4) Given the reactants CSC.B.[CH3:5][N:6]([CH2:10][C:11]1[CH:18]=[CH:17][C:14]([C:15]#[N:16])=[CH:13][CH:12]=1)[CH:7]([CH3:9])[CH3:8].CO.Cl, predict the reaction product. The product is: [CH3:5][N:6]([CH2:10][C:11]1[CH:12]=[CH:13][C:14]([CH2:15][NH2:16])=[CH:17][CH:18]=1)[CH:7]([CH3:9])[CH3:8]. (5) Given the reactants [CH2:1]([O:3][C:4]1[CH:13]=[CH:12][C:7]2[N:8]=[C:9]([NH2:11])[S:10][C:6]=2[CH:5]=1)[CH3:2].[CH3:14][O:15][C:16]1[CH:17]=[C:18]([CH:22]=[CH:23][CH:24]=1)[C:19](Cl)=[O:20].Br[CH:26]([CH2:31][CH3:32])[C:27]([O:29]C)=[O:28].COC1C=CC2N=C(N)SC=2C=1.ClC1C=C(C=CC=1)C(Cl)=O.BrCC(OCC)=O, predict the reaction product. The product is: [CH2:1]([O:3][C:4]1[CH:13]=[CH:12][C:7]2[N:8]([CH:26]([CH2:31][CH3:32])[C:27]([OH:29])=[O:28])[C:9](=[N:11][C:19](=[O:20])[C:18]3[CH:22]=[CH:23][CH:24]=[C:16]([O:15][CH3:14])[CH:17]=3)[S:10][C:6]=2[CH:5]=1)[CH3:2]. (6) Given the reactants [OH-].[Na+].[OH:3][C:4]1[CH:9]=[CH:8][CH:7]=[CH:6][C:5]=1[C:10]1[O:14][N:13]=[C:12]([CH2:15][CH2:16][CH2:17][CH2:18][C:19]([O:21]C)=[O:20])[N:11]=1.Cl, predict the reaction product. The product is: [OH:3][C:4]1[CH:9]=[CH:8][CH:7]=[CH:6][C:5]=1[C:10]1[O:14][N:13]=[C:12]([CH2:15][CH2:16][CH2:17][CH2:18][C:19]([OH:21])=[O:20])[N:11]=1.